Dataset: Full USPTO retrosynthesis dataset with 1.9M reactions from patents (1976-2016). Task: Predict the reactants needed to synthesize the given product. (1) Given the product [CH3:1][O:2][CH2:3][CH2:4][CH2:5][C:6]1[CH:7]=[CH:8][C:9]([S:14][CH3:15])=[C:10]([CH:13]=1)[CH:11]=[O:12], predict the reactants needed to synthesize it. The reactants are: [CH3:1][O:2][CH2:3][CH2:4][CH2:5][C:6]1[CH:7]=[CH:8][C:9]([S:14][CH3:15])=[C:10]([CH:13]=1)[CH2:11][OH:12].C(=O)(O)[O-].[Na+]. (2) Given the product [F:1][C:2]1[CH:3]=[CH:4][C:5]([NH:9][C:10](=[O:16])/[CH:11]=[CH:12]\[C:13]([OH:15])=[O:14])=[C:6]([OH:8])[CH:7]=1, predict the reactants needed to synthesize it. The reactants are: [F:1][C:2]1[CH:3]=[CH:4][C:5]([NH2:9])=[C:6]([OH:8])[CH:7]=1.[C:10]1(=[O:16])[O:15][C:13](=[O:14])[CH:12]=[CH:11]1.